Dataset: Full USPTO retrosynthesis dataset with 1.9M reactions from patents (1976-2016). Task: Predict the reactants needed to synthesize the given product. (1) Given the product [Cl:13][C:14]1[CH:22]=[CH:21][CH:20]=[CH:19][C:15]=1[C:16]([N:10]=[C:8]1[N:7]([CH:24]([CH2:29][CH3:30])[C:25]([OH:27])=[O:26])[C:6]2[CH:11]=[C:2]([F:1])[C:3]([F:12])=[CH:4][C:5]=2[S:9]1)=[O:17], predict the reactants needed to synthesize it. The reactants are: [F:1][C:2]1[C:3]([F:12])=[CH:4][C:5]2[S:9][C:8]([NH2:10])=[N:7][C:6]=2[CH:11]=1.[Cl:13][C:14]1[CH:22]=[CH:21][CH:20]=[CH:19][C:15]=1[C:16](Cl)=[O:17].Br[CH:24]([CH2:29][CH3:30])[C:25]([O:27]C)=[O:26].COC1C=CC2N=C(N)SC=2C=1.ClC1C=C(C=CC=1)C(Cl)=O.BrCC(OCC)=O. (2) The reactants are: [CH2:1]([O:8][C:9]([N:11]1[C:19]2[C:14](=[CH:15][CH:16]=[C:17]([N+:20]([O-])=O)[CH:18]=2)[CH2:13][CH2:12]1)=[O:10])[C:2]1[CH:7]=[CH:6][CH:5]=[CH:4][CH:3]=1.O.O.[Sn](Cl)Cl. Given the product [NH2:20][C:17]1[CH:18]=[C:19]2[C:14]([CH2:13][CH2:12][N:11]2[C:9]([O:8][CH2:1][C:2]2[CH:7]=[CH:6][CH:5]=[CH:4][CH:3]=2)=[O:10])=[CH:15][CH:16]=1, predict the reactants needed to synthesize it. (3) Given the product [Cl:14][C:2]1[N:3]=[CH:4][C:5]2[C:10](=[N:9][CH:8]=[CH:7][N:6]=2)[N:1]=1, predict the reactants needed to synthesize it. The reactants are: [N:1]1[C:10]2[C:5](=[N:6][CH:7]=[CH:8][N:9]=2)[C:4](=O)[NH:3][CH:2]=1.P(Cl)(Cl)([Cl:14])=O.S(Cl)(Cl)=O. (4) Given the product [CH:27]1([NH:26][C:24](=[O:25])[C:23]2[CH:30]=[CH:31][C:32]([CH3:33])=[C:21]([N:17]3[CH:18]=[CH:19][N:20]=[C:15]([NH:14][C:11]4([C:6]5[CH:7]=[CH:8][CH:9]=[CH:10][C:5]=5[O:4][CH2:3][CH2:2][NH:36][CH3:35])[CH2:13][CH2:12]4)[C:16]3=[O:34])[CH:22]=2)[CH2:29][CH2:28]1, predict the reactants needed to synthesize it. The reactants are: Cl[CH2:2][CH2:3][O:4][C:5]1[CH:10]=[CH:9][CH:8]=[CH:7][C:6]=1[C:11]1([NH:14][C:15]2[C:16](=[O:34])[N:17]([C:21]3[CH:22]=[C:23]([CH:30]=[CH:31][C:32]=3[CH3:33])[C:24]([NH:26][CH:27]3[CH2:29][CH2:28]3)=[O:25])[CH:18]=[CH:19][N:20]=2)[CH2:13][CH2:12]1.[CH3:35][NH2:36]. (5) The reactants are: [Cl:1][C:2]([N:4]1[C@H:9]([CH3:10])[CH2:8][N:7](C(OC(C)(C)C)=O)[CH2:6][C@@H:5]1[CH3:18])=[O:3].[F:19][C:20]1[CH:27]=[CH:26][C:25]([O:28][CH3:29])=[CH:24][C:21]=1[CH2:22][OH:23]. Given the product [ClH:1].[CH3:18][C@H:5]1[CH2:6][NH:7][CH2:8][C@@H:9]([CH3:10])[N:4]1[C:2]([O:23][CH2:22][C:21]1[CH:24]=[C:25]([O:28][CH3:29])[CH:26]=[CH:27][C:20]=1[F:19])=[O:3], predict the reactants needed to synthesize it. (6) Given the product [C:1]([O:5][C:6](=[O:33])[NH:7][CH2:8][C:9]1[CH:14]=[CH:13][C:12]([C:15]([NH:17][C:18]2[CH:23]=[C:22]([C:24]3[CH:25]=[CH:26][CH:27]=[CH:28][CH:29]=3)[N:21]=[CH:20][C:19]=2[NH2:30])=[O:16])=[CH:11][CH:10]=1)([CH3:4])([CH3:2])[CH3:3], predict the reactants needed to synthesize it. The reactants are: [C:1]([O:5][C:6](=[O:33])[NH:7][CH2:8][C:9]1[CH:14]=[CH:13][C:12]([C:15]([NH:17][C:18]2[CH:23]=[C:22]([C:24]3[CH:29]=[CH:28][CH:27]=[CH:26][CH:25]=3)[N:21]=[CH:20][C:19]=2[N+:30]([O-])=O)=[O:16])=[CH:11][CH:10]=1)([CH3:4])([CH3:3])[CH3:2]. (7) Given the product [C:13]([O:16][CH2:2][C:3]1[S:4][CH:5]=[C:6]([C:8]([O:10][CH2:11][CH3:12])=[O:9])[N:7]=1)(=[O:15])[CH3:14], predict the reactants needed to synthesize it. The reactants are: Br[CH2:2][C:3]1[S:4][CH:5]=[C:6]([C:8]([O:10][CH2:11][CH3:12])=[O:9])[N:7]=1.[C:13]([O-:16])(=[O:15])[CH3:14].[K+]. (8) Given the product [CH3:34][O:33][C:31]1[CH:30]=[C:29]([CH2:35][CH2:36][C:37]2[CH:38]=[C:39]([NH:42][C:18](=[O:20])[C:17]3[CH:16]=[CH:15][C:14]([N:8]4[CH2:9][C@H:10]([CH3:13])[N:11]([CH3:12])[C@H:6]([CH3:5])[CH2:7]4)=[CH:24][CH:23]=3)[NH:40][N:41]=2)[CH:28]=[C:27]([O:26][CH3:25])[CH:32]=1, predict the reactants needed to synthesize it. The reactants are: C[Al](C)C.[CH3:5][C@H:6]1[N:11]([CH3:12])[C@@H:10]([CH3:13])[CH2:9][N:8]([C:14]2[CH:24]=[CH:23][C:17]([C:18]([O:20]CC)=O)=[CH:16][CH:15]=2)[CH2:7]1.[CH3:25][O:26][C:27]1[CH:28]=[C:29]([CH2:35][CH2:36][C:37]2[CH:38]=[C:39]([NH2:42])[NH:40][N:41]=2)[CH:30]=[C:31]([O:33][CH3:34])[CH:32]=1. (9) Given the product [O:19]=[C:18]1[N:1]([C:2]2[S:3][CH:4]=[C:5]([C:7]3[CH:8]=[CH:9][C:10]([C:11]#[N:12])=[CH:13][CH:14]=3)[N:6]=2)[CH2:22][CH2:21][O:20]1, predict the reactants needed to synthesize it. The reactants are: [NH2:1][C:2]1[S:3][CH:4]=[C:5]([C:7]2[CH:14]=[CH:13][C:10]([C:11]#[N:12])=[CH:9][CH:8]=2)[N:6]=1.[H-].[Na+].Cl[C:18]([O:20][CH2:21][CH2:22]Cl)=[O:19].O. (10) Given the product [I:18][C:16]1[CH:15]=[CH:14][N:13]=[C:12]([N:1]2[CH:5]=[CH:4][C:3]([C:6]([OH:8])=[O:7])=[N:2]2)[CH:17]=1, predict the reactants needed to synthesize it. The reactants are: [NH:1]1[CH:5]=[CH:4][C:3]([C:6]([O:8]CC)=[O:7])=[N:2]1.F[C:12]1[CH:17]=[C:16]([I:18])[CH:15]=[CH:14][N:13]=1.